Dataset: Forward reaction prediction with 1.9M reactions from USPTO patents (1976-2016). Task: Predict the product of the given reaction. (1) Given the reactants [ClH:1].[CH3:2][O:3][C:4]1[CH:5]=[C:6](/[C:12](=[CH:15]/[C:16]2[S:17][C:18]([N:21]3[CH2:26][CH2:25][N:24]([CH3:27])[CH2:23][CH2:22]3)=[CH:19][CH:20]=2)/[C:13]#[N:14])[CH:7]=[CH:8][C:9]=1[O:10][CH3:11], predict the reaction product. The product is: [ClH:1].[CH3:2][O:3][C:4]1[CH:5]=[C:6](/[C:12](=[CH:15]/[C:16]2[S:17][C:18]([N:21]3[CH2:26][CH2:25][N:24]([CH3:27])[CH2:23][CH2:22]3)=[CH:19][CH:20]=2)/[C:13]#[N:14])[CH:7]=[CH:8][C:9]=1[O:10][CH3:11]. (2) Given the reactants [CH3:1][S:2][CH2:3][S:4]([C:7]1[CH:12]=[CH:11][CH:10]=[CH:9][CH:8]=1)(=[O:6])=[O:5].[H-].[Na+].Br[CH2:16][C@:17]1([C:22]2[C:31]3[C:26](=[CH:27][CH:28]=[CH:29][CH:30]=3)[CH:25]=[CH:24][CH:23]=2)[CH2:19][CH:18]1[CH2:20]Br.C(OCC)(=O)C.CCCCCC, predict the reaction product. The product is: [C:7]1([S:4]([C:3]2([S:2][CH3:1])[CH2:20][C@@H:18]3[C@@:17]([C:22]4[C:31]5[C:26](=[CH:27][CH:28]=[CH:29][CH:30]=5)[CH:25]=[CH:24][CH:23]=4)([CH2:19]3)[CH2:16]2)(=[O:5])=[O:6])[CH:12]=[CH:11][CH:10]=[CH:9][CH:8]=1. (3) The product is: [C:13]([O:16][CH:9]1[C:4]2[N:5]=[CH:6][N:7]=[C:2]([Cl:1])[C:3]=2[C@H:11]([CH3:12])[CH2:10]1)(=[O:15])[CH3:14]. Given the reactants [Cl:1][C:2]1[N:7]=[CH:6][N+:5]([O-])=[C:4]2[CH2:9][CH2:10][C@@H:11]([CH3:12])[C:3]=12.[C:13]([O:16]C(=O)C)(=[O:15])[CH3:14], predict the reaction product. (4) Given the reactants Br[C:2]1[CH:11]=[C:10]([C:12]([O:14][CH3:15])=[O:13])[C:9]2[C:4](=[CH:5][CH:6]=[CH:7][CH:8]=2)[N:3]=1.CC1(C)C(C)(C)OB(/[CH:24]=[CH:25]/[CH2:26][O:27][CH3:28])O1.C([O-])([O-])=O.[Na+].[Na+], predict the reaction product. The product is: [CH3:28][O:27][CH2:26]/[CH:25]=[CH:24]/[C:2]1[CH:11]=[C:10]([C:12]([O:14][CH3:15])=[O:13])[C:9]2[C:4](=[CH:5][CH:6]=[CH:7][CH:8]=2)[N:3]=1. (5) Given the reactants [P:1]([O-:5])([O-:4])([O-:3])=[O:2].[Mg+2:6].[P:7]([O-])([O-:10])([O-:9])=[O:8].[Mg+2].[Mg+2].P(O)([O-])([O-])=O.[Mg+2], predict the reaction product. The product is: [O-:2][P:1]([O:5][P:7]([O-:10])([O-:9])=[O:8])(=[O:4])[O-:3].[Mg+2:6].[Mg+2:6]. (6) Given the reactants [F:1][C:2]1[CH:7]=[CH:6][C:5]([C:8](=[C:16]2[CH2:21][C:20]([CH3:23])([CH3:22])[CH2:19][C:18]([CH3:25])([CH3:24])[CH2:17]2)[C:9]2[CH:14]=[CH:13][C:12]([OH:15])=[CH:11][CH:10]=2)=[CH:4][CH:3]=1.C([O-])([O-])=O.[K+].[K+].[CH2:32]([O:34][C:35](=[O:38])[CH2:36]Br)[CH3:33], predict the reaction product. The product is: [F:1][C:2]1[CH:3]=[CH:4][C:5]([C:8](=[C:16]2[CH2:17][C:18]([CH3:25])([CH3:24])[CH2:19][C:20]([CH3:23])([CH3:22])[CH2:21]2)[C:9]2[CH:14]=[CH:13][C:12]([O:15][CH2:36][C:35]([O:34][CH2:32][CH3:33])=[O:38])=[CH:11][CH:10]=2)=[CH:6][CH:7]=1. (7) The product is: [I:31][C:12]1[N:21]=[CH:20][C:19]2[C:14](=[CH:15][C:16]([O:29][CH3:30])=[C:17]([C:22]3[CH:27]=[CH:26][CH:25]=[CH:24][C:23]=3[CH3:28])[CH:18]=2)[N:13]=1. Given the reactants CC1C=CC=CC=1B(O)O.N[C:12]1[N:21]=[CH:20][C:19]2[C:14](=[CH:15][C:16]([O:29][CH3:30])=[C:17]([C:22]3[CH:27]=[CH:26][CH:25]=[CH:24][C:23]=3[CH3:28])[CH:18]=2)[N:13]=1.[I:31]I.[I-].[Cs+].N(OCCC(C)C)=O, predict the reaction product. (8) Given the reactants Cl.[Cl:2][C:3]1[C:11]2[C:6](=[CH:7][CH:8]=[CH:9][CH:10]=2)[N:5]([C:12]2[CH:19]=[CH:18][C:15]([CH2:16][NH2:17])=[C:14]([F:20])[CH:13]=2)[C:4]=1[C:21]1[N:22]=[N:23][N:24]([CH3:26])[N:25]=1.[F:27][C:28]([F:39])([F:38])[C:29]([NH:31][C:32]1([C:35](O)=[O:36])[CH2:34][CH2:33]1)=[O:30].C(N(CC)CC)C.CN(C(ON1N=NC2C=CC=CC1=2)=[N+](C)C)C.F[P-](F)(F)(F)(F)F, predict the reaction product. The product is: [Cl:2][C:3]1[C:11]2[C:6](=[CH:7][CH:8]=[CH:9][CH:10]=2)[N:5]([C:12]2[CH:19]=[CH:18][C:15]([CH2:16][NH:17][C:35]([C:32]3([NH:31][C:29](=[O:30])[C:28]([F:27])([F:38])[F:39])[CH2:33][CH2:34]3)=[O:36])=[C:14]([F:20])[CH:13]=2)[C:4]=1[C:21]1[N:22]=[N:23][N:24]([CH3:26])[N:25]=1.